Dataset: Catalyst prediction with 721,799 reactions and 888 catalyst types from USPTO. Task: Predict which catalyst facilitates the given reaction. (1) Reactant: [Br:1][C:2]1[CH:7]=[C:6]([F:8])[CH:5]=[CH:4][C:3]=1[S:9]([NH:12][C:13]1[C:22]([C:23]([O:25][CH3:26])=[O:24])=[C:21]2[C:16]([CH:17]3[CH2:27][CH:18]3[CH2:19][O:20]2)=[CH:15][CH:14]=1)(=[O:11])=[O:10].[H-].[Na+].Cl[C:31]([O:33][CH3:34])=[O:32].C(=O)(O)[O-].[Na+]. Product: [Br:1][C:2]1[CH:7]=[C:6]([F:8])[CH:5]=[CH:4][C:3]=1[S:9]([N:12]([C:13]1[C:22]([C:23]([O:25][CH3:26])=[O:24])=[C:21]2[C:16]([CH:17]3[CH2:27][CH:18]3[CH2:19][O:20]2)=[CH:15][CH:14]=1)[C:31]([O:33][CH3:34])=[O:32])(=[O:10])=[O:11]. The catalyst class is: 1. (2) Reactant: Br[C:2]1[C:3]([CH3:8])=[N:4][CH:5]=[CH:6][CH:7]=1.[CH3:9][C:10]1[CH:11]=[C:12]([CH:17]=[CH:18][C:19]=1B1OC(C)(C)C(C)(C)O1)[C:13]([O:15]C)=[O:14].C(=O)([O-])[O-].[K+].[K+].[OH-].[Na+]. Product: [CH3:9][C:10]1[CH:11]=[C:12]([CH:17]=[CH:18][C:19]=1[C:2]1[C:3]([CH3:8])=[N:4][CH:5]=[CH:6][CH:7]=1)[C:13]([OH:15])=[O:14]. The catalyst class is: 398. (3) Reactant: Cl.[F:2][C:3]1([F:8])[CH2:7][CH2:6][NH:5][CH2:4]1.[OH-].[Na+].CS(O[CH2:16][CH2:17][CH2:18][N:19]1[CH2:23][CH2:22][N:21]([CH2:24][CH2:25][CH2:26][N:27]2[CH2:31][CH2:30][CH2:29][CH:28]2[CH3:32])[C:20]1=[C:33]([C:36]#[N:37])[C:34]#[N:35])(=O)=O.C(=O)([O-])[O-].[K+].[K+]. Product: [F:2][C:3]1([F:8])[CH2:7][CH2:6][N:5]([CH2:16][CH2:17][CH2:18][N:19]2[CH2:23][CH2:22][N:21]([CH2:24][CH2:25][CH2:26][N:27]3[CH2:31][CH2:30][CH2:29][CH:28]3[CH3:32])[C:20]2=[C:33]([C:36]#[N:37])[C:34]#[N:35])[CH2:4]1. The catalyst class is: 38. (4) Reactant: [Cl:1][C:2]1[C:3]([O:12][CH:13]([F:15])[F:14])=[N:4][CH:5]=[C:6]([CH:11]=1)[C:7](OC)=[O:8].CC(C[AlH]CC(C)C)C.[OH-].[Na+].C([O-])(O)=O.[Na+]. Product: [Cl:1][C:2]1[CH:11]=[C:6]([CH2:7][OH:8])[CH:5]=[N:4][C:3]=1[O:12][CH:13]([F:14])[F:15]. The catalyst class is: 93. (5) Reactant: [BH4-].[Na+].[OH:3][C:4]1[CH:25]=[CH:24][C:23]([O:26][CH3:27])=[CH:22][C:5]=1[CH:6]=[N:7][CH:8]1[CH2:13][CH2:12][CH2:11][CH2:10][CH:9]1[NH:14][C:15](=[O:21])[O:16][C:17]([CH3:20])([CH3:19])[CH3:18]. Product: [OH:3][C:4]1[CH:25]=[CH:24][C:23]([O:26][CH3:27])=[CH:22][C:5]=1[CH2:6][NH:7][C@@H:8]1[CH2:13][CH2:12][CH2:11][CH2:10][C@H:9]1[NH:14][C:15](=[O:21])[O:16][C:17]([CH3:20])([CH3:19])[CH3:18]. The catalyst class is: 5. (6) Reactant: [F:1][C:2]1[CH:7]=[CH:6][C:5]([C@@H:8]([NH:10][C:11]2[CH:12]=[C:13]([CH:17]=[C:18]([NH:20][C:21]3[CH:26]=[N:25][CH:24]=[CH:23][N:22]=3)[N:19]=2)[C:14]([OH:16])=O)[CH3:9])=[CH:4][CH:3]=1.Cl.[CH3:28][NH:29][CH3:30].Cl.C(N=C=NCCCN(C)C)C.ON1C2N=CC=CC=2N=N1.C(N(C(C)C)CC)(C)C. Product: [F:1][C:2]1[CH:7]=[CH:6][C:5]([C@@H:8]([NH:10][C:11]2[CH:12]=[C:13]([CH:17]=[C:18]([NH:20][C:21]3[CH:26]=[N:25][CH:24]=[CH:23][N:22]=3)[N:19]=2)[C:14]([N:29]([CH3:30])[CH3:28])=[O:16])[CH3:9])=[CH:4][CH:3]=1. The catalyst class is: 42. (7) Reactant: C(NC(C)C)(C)C.C([Li])CCC.CCCCCC.[C:19]([O:24][CH2:25][CH3:26])(=[O:23])[CH:20]([CH3:22])[CH3:21].[Cl:27][C:28]1[CH:29]=[C:30]([C:34]2[CH:43]=[C:42]([CH:44]=[O:45])[C:41]([O:46][CH3:47])=[C:40]3[C:35]=2[CH:36]=[N:37][C:38]([NH:48][CH3:49])=[N:39]3)[CH:31]=[CH:32][CH:33]=1.[Cl-].[NH4+]. Product: [CH2:25]([O:24][C:19]([C:20]([CH3:22])([CH3:21])[CH:44]([C:42]1[C:41]([O:46][CH3:47])=[C:40]2[C:35]([CH:36]=[N:37][C:38]([NH:48][CH3:49])=[N:39]2)=[C:34]([C:30]2[CH:31]=[CH:32][CH:33]=[C:28]([Cl:27])[CH:29]=2)[CH:43]=1)[OH:45])=[O:23])[CH3:26]. The catalyst class is: 1. (8) Reactant: Cl.Cl.[CH2:3]([CH:6]1[C:11]2[N:12]=[CH:13][NH:14][C:10]=2[CH2:9][CH2:8][NH:7]1)[CH2:4][CH3:5].C([O-])([O-])=O.[K+].[K+].Cl[C:22]([O:24][CH2:25][CH2:26][O:27][CH3:28])=[O:23].Cl. Product: [CH2:3]([CH:6]1[C:11]2[N:12]=[CH:13][NH:14][C:10]=2[CH2:9][CH2:8][N:7]1[C:22]([O:24][CH2:25][CH2:26][O:27][CH3:28])=[O:23])[CH2:4][CH3:5]. The catalyst class is: 408.